This data is from Forward reaction prediction with 1.9M reactions from USPTO patents (1976-2016). The task is: Predict the product of the given reaction. (1) Given the reactants [NH2:1][C:2]1[CH:3]=[C:4]2[C:8](=[CH:9][CH:10]=1)[C:7](=[C:11]1[C:19]3[C:14](=[CH:15][CH:16]=[CH:17][CH:18]=3)[NH:13][C:12]1=[O:20])[O:6][CH2:5]2.[CH:21]([N:24]([CH2:28]C)[CH:25]([CH3:27])[CH3:26])(C)C.I[CH3:31].[CH2:32]1[CH2:36][O:35][CH2:34][CH2:33]1, predict the reaction product. The product is: [CH3:21][N:24]([CH3:28])[C:25]1[CH:27]=[C:33]2[C:32](=[CH:31][CH:26]=1)[C:36](=[C:11]1[C:19]3[C:14](=[CH:15][CH:16]=[CH:17][CH:18]=3)[NH:13][C:12]1=[O:20])[O:35][CH2:34]2.[CH3:21][NH:1][C:2]1[CH:3]=[C:4]2[C:8](=[CH:9][CH:10]=1)[C:7](=[C:11]1[C:19]3[C:14](=[CH:15][CH:16]=[CH:17][CH:18]=3)[NH:13][C:12]1=[O:20])[O:6][CH2:5]2. (2) Given the reactants [O:1]1[C:3]2([CH2:7][CH2:6][N:5]([C:8]3[N:13]=[C:12]4[N:14]([CH2:17][C:18]5[CH:19]=[C:20]6[C:25](=[CH:26][CH:27]=5)[N:24]=[CH:23][CH:22]=[CH:21]6)[N:15]=[N:16][C:11]4=[N:10][CH:9]=3)[CH2:4]2)[CH2:2]1.CO.[CH3:30][NH2:31].[I-].[K+], predict the reaction product. The product is: [CH3:30][NH:31][CH2:2][C:3]1([OH:1])[CH2:7][CH2:6][N:5]([C:8]2[N:13]=[C:12]3[N:14]([CH2:17][C:18]4[CH:19]=[C:20]5[C:25](=[CH:26][CH:27]=4)[N:24]=[CH:23][CH:22]=[CH:21]5)[N:15]=[N:16][C:11]3=[N:10][CH:9]=2)[CH2:4]1. (3) Given the reactants [C:1]1([CH:7]([OH:10])[CH2:8][CH3:9])[CH:6]=[CH:5][CH:4]=[CH:3][CH:2]=1.[H-].[Na+].Cl[C:14]1[C:15]2[CH:24]=[CH:23][N:22]([C:25]3[C:30]([CH3:31])=[CH:29][C:28]([CH3:32])=[CH:27][C:26]=3[CH3:33])[C:16]=2[C:17](=[O:21])[N:18]([CH3:20])[N:19]=1, predict the reaction product. The product is: [C:26]1([CH3:33])[CH:27]=[C:28]([CH3:32])[CH:29]=[C:30]([CH3:31])[C:25]=1[N:22]1[C:16]2[C:17](=[O:21])[N:18]([CH3:20])[N:19]=[C:14]([O:10][CH:7]([C:1]3[CH:6]=[CH:5][CH:4]=[CH:3][CH:2]=3)[CH2:8][CH3:9])[C:15]=2[CH:24]=[CH:23]1. (4) Given the reactants [OH:1][CH2:2][CH2:3][NH:4][C:5]([C@H:7]([NH:9][C:10]([C:12]1[C:20]2[C:15](=[N:16][CH:17]=[C:18]([C:21]3[C:29]4[C:24](=[CH:25][C:26]([F:30])=[CH:27][CH:28]=4)[N:23]([CH3:31])[N:22]=3)[N:19]=2)[N:14]([CH2:32][O:33][CH2:34][CH2:35][Si:36]([CH3:39])([CH3:38])[CH3:37])[CH:13]=1)=[O:11])[CH3:8])=O.CCN(S(F)(F)F)CC.C(=O)([O-])[O-].[K+].[K+], predict the reaction product. The product is: [O:1]1[CH2:2][CH2:3][N:4]=[C:5]1[C@H:7]([NH:9][C:10]([C:12]1[C:20]2[C:15](=[N:16][CH:17]=[C:18]([C:21]3[C:29]4[C:24](=[CH:25][C:26]([F:30])=[CH:27][CH:28]=4)[N:23]([CH3:31])[N:22]=3)[N:19]=2)[N:14]([CH2:32][O:33][CH2:34][CH2:35][Si:36]([CH3:38])([CH3:37])[CH3:39])[CH:13]=1)=[O:11])[CH3:8]. (5) Given the reactants [CH3:1][O:2][C:3]1[CH:19]=[CH:18][C:6]([CH2:7][N:8]2[C:12](=[O:13])[CH2:11][CH:10]([C:14]([O:16]C)=O)[CH2:9]2)=[CH:5][CH:4]=1.Cl.[CH3:21][NH:22][O:23][CH3:24].C1COCC1.C([Mg]Cl)(C)C, predict the reaction product. The product is: [CH3:24][O:23][N:22]([CH3:21])[C:14]([CH:10]1[CH2:11][C:12](=[O:13])[N:8]([CH2:7][C:6]2[CH:5]=[CH:4][C:3]([O:2][CH3:1])=[CH:19][CH:18]=2)[CH2:9]1)=[O:16]. (6) Given the reactants [CH3:1][C:2]1[CH:7]=[CH:6][CH:5]=[C:4]([CH3:8])[C:3]=1[CH2:9][N:10]1[C:14]([C:15]([O:17][CH3:18])=[O:16])=[CH:13][C:12](OS(C(F)(F)F)(=O)=O)=[N:11]1.[CH3:27][C:28]1([CH3:44])[C:32]([CH3:34])([CH3:33])[O:31][B:30]([B:30]2[O:31][C:32]([CH3:34])([CH3:33])[C:28]([CH3:44])([CH3:27])[O:29]2)[O:29]1.CC([O-])=O.[K+], predict the reaction product. The product is: [CH3:1][C:2]1[CH:7]=[CH:6][CH:5]=[C:4]([CH3:8])[C:3]=1[CH2:9][N:10]1[C:14]([C:15]([O:17][CH3:18])=[O:16])=[CH:13][C:12]([B:30]2[O:31][C:32]([CH3:34])([CH3:33])[C:28]([CH3:44])([CH3:27])[O:29]2)=[N:11]1.